The task is: Predict the reactants needed to synthesize the given product.. This data is from Full USPTO retrosynthesis dataset with 1.9M reactions from patents (1976-2016). (1) Given the product [CH3:1][O:2][C:3](=[O:34])[CH:4]([C:9]1[CH:10]=[C:11]([C:23]2[CH:28]=[CH:27][C:26]([Cl:29])=[C:25]([C:30]([F:33])([F:31])[F:32])[CH:24]=2)[CH:12]=[C:13]([C:39]2[CH:38]=[C:37]([C:36]([F:51])([F:50])[F:35])[CH:42]=[C:41]([C:43]([F:46])([F:45])[F:44])[CH:40]=2)[CH:14]=1)[CH2:5][CH:6]([CH3:8])[CH3:7], predict the reactants needed to synthesize it. The reactants are: [CH3:1][O:2][C:3](=[O:34])[CH:4]([C:9]1[CH:10]=[C:11]([C:23]2[CH:28]=[CH:27][C:26]([Cl:29])=[C:25]([C:30]([F:33])([F:32])[F:31])[CH:24]=2)[CH:12]=[C:13](OS(C(F)(F)F)(=O)=O)[CH:14]=1)[CH2:5][CH:6]([CH3:8])[CH3:7].[F:35][C:36]([F:51])([F:50])[C:37]1[CH:38]=[C:39](B(O)O)[CH:40]=[C:41]([C:43]([F:46])([F:45])[F:44])[CH:42]=1. (2) Given the product [CH3:1][S:2]([O:6][CH2:7][CH2:8][C:9]1[CH:10]=[CH:11][C:12]([C:15]2[N:19]([C:20]3[CH:25]=[CH:24][C:23]([O:26][CH3:27])=[CH:22][CH:21]=3)[N:18]=[C:17]([C:28]([N:30]([O:32][CH3:33])[CH3:31])=[O:29])[CH:16]=2)=[CH:13][CH:14]=1)(=[O:4])=[O:3], predict the reactants needed to synthesize it. The reactants are: [CH3:1][S:2](Cl)(=[O:4])=[O:3].[OH:6][CH2:7][CH2:8][C:9]1[CH:14]=[CH:13][C:12]([C:15]2[N:19]([C:20]3[CH:25]=[CH:24][C:23]([O:26][CH3:27])=[CH:22][CH:21]=3)[N:18]=[C:17]([C:28]([N:30]([O:32][CH3:33])[CH3:31])=[O:29])[CH:16]=2)=[CH:11][CH:10]=1.CCN(CC)CC. (3) Given the product [C@H:1]1([NH:10][C:11]2[CH:20]=[CH:19][C:18]3[C:13](=[CH:14][CH:15]=[CH:16][C:17]=3[NH:21][C:26](=[O:27])[CH2:25][CH2:24][O:23][CH3:22])[N:12]=2)[C:9]2[C:4](=[CH:5][CH:6]=[CH:7][CH:8]=2)[CH2:3][CH2:2]1, predict the reactants needed to synthesize it. The reactants are: [C@H:1]1([NH:10][C:11]2[CH:20]=[CH:19][C:18]3[C:17]([NH2:21])=[CH:16][CH:15]=[CH:14][C:13]=3[N:12]=2)[C:9]2[C:4](=[CH:5][CH:6]=[CH:7][CH:8]=2)[CH2:3][CH2:2]1.[CH3:22][O:23][CH2:24][CH2:25][C:26](Cl)=[O:27]. (4) Given the product [CH3:2][O:3][C:4](=[O:15])[C@@H:5]([NH:14][C:24]([O:26][C:27]([CH3:28])([CH3:29])[CH3:30])=[O:25])[CH2:6][S:42]([C:32]1[CH:33]=[CH:34][CH:35]=[CH:36][CH:37]=1)(=[O:45])=[O:43], predict the reactants needed to synthesize it. The reactants are: Cl.[CH3:2][O:3][C:4](=[O:15])[C@@H:5]([NH2:14])[CH2:6]SC1C=CC=CC=1.[C:24](O[C:24]([O:26][C:27]([CH3:30])([CH3:29])[CH3:28])=[O:25])([O:26][C:27]([CH3:30])([CH3:29])[CH3:28])=[O:25].Cl[C:32]1[CH:37]=[CH:36][CH:35]=[C:34](C(OO)=O)[CH:33]=1.[S:42]([O-:45])([O-])=[O:43].[Na+].[Na+].C(=O)(O)[O-].[Na+].C(OC(C)(C)C)=O. (5) Given the product [ClH:48].[CH2:10]1[C:11]2[C:6](=[CH:5][CH:4]=[CH:3][C:2]=2[NH:1][S:45]([C:38]2[C:39]3[C:44](=[CH:43][CH:42]=[CH:41][CH:40]=3)[C:35]([CH3:34])=[CH:36][CH:37]=2)(=[O:47])=[O:46])[CH2:7][CH2:8][NH:9]1, predict the reactants needed to synthesize it. The reactants are: [NH2:1][C:2]1[CH:3]=[CH:4][CH:5]=[C:6]2[C:11]=1[CH2:10][N:9](C(OC(C)(C)C)=O)[CH2:8][CH2:7]2.N1C=CC=CC=1.CN(C1C=CC=CN=1)C.[CH3:34][C:35]1[C:44]2[C:39](=[CH:40][CH:41]=[CH:42][CH:43]=2)[C:38]([S:45]([Cl:48])(=[O:47])=[O:46])=[CH:37][CH:36]=1. (6) The reactants are: [CH2:1]1[C:4]2([CH2:7][CH2:6][CH2:5]2)[CH2:3][C:2]1([C:14]([O:16]C(C)C)=[O:15])[C:8]([O:10]C(C)C)=[O:9].[OH-].[Na+]. Given the product [CH2:1]1[C:4]2([CH2:5][CH2:6][CH2:7]2)[CH2:3][C:2]1([C:14]([OH:16])=[O:15])[C:8]([OH:10])=[O:9], predict the reactants needed to synthesize it.